From a dataset of Full USPTO retrosynthesis dataset with 1.9M reactions from patents (1976-2016). Predict the reactants needed to synthesize the given product. (1) Given the product [CH:12]1([NH:15][C:16]([C:18]2[CH:19]=[C:20]([F:38])[C:21]([CH3:37])=[C:22]([C:24]3[N+:25]([O-:9])=[CH:26][C:27]([C:28]([NH:30][CH2:31][CH:32]([CH3:34])[CH3:33])=[O:29])=[CH:35][CH:36]=3)[CH:23]=2)=[O:17])[CH2:14][CH2:13]1, predict the reactants needed to synthesize it. The reactants are: C1C=C(Cl)C=C(C(OO)=[O:9])C=1.[CH:12]1([NH:15][C:16]([C:18]2[CH:19]=[C:20]([F:38])[C:21]([CH3:37])=[C:22]([C:24]3[CH:36]=[CH:35][C:27]([C:28]([NH:30][CH2:31][CH:32]([CH3:34])[CH3:33])=[O:29])=[CH:26][N:25]=3)[CH:23]=2)=[O:17])[CH2:14][CH2:13]1. (2) The reactants are: [F:1][C:2]([F:26])([F:25])[CH2:3][NH:4][C:5]([C:7]1([CH2:20][CH2:21][CH2:22][CH2:23]Br)[C:19]2[CH:18]=[CH:17][CH:16]=[CH:15][C:14]=2[C:13]2[C:8]1=[CH:9][CH:10]=[CH:11][CH:12]=2)=[O:6].[CH3:27][C@H:28]1[NH:33][C@@H:32]([CH3:34])[CH2:31][N:30]([C:35]2[S:36][C:37]3[CH:43]=[CH:42][CH:41]=[CH:40][C:38]=3[N:39]=2)[CH2:29]1. Given the product [F:1][C:2]([F:26])([F:25])[CH2:3][NH:4][C:5]([C:7]1([CH2:20][CH2:21][CH2:22][CH2:23][N:33]2[C@H:32]([CH3:34])[CH2:31][N:30]([C:35]3[S:36][C:37]4[CH:43]=[CH:42][CH:41]=[CH:40][C:38]=4[N:39]=3)[CH2:29][C@@H:28]2[CH3:27])[C:19]2[CH:18]=[CH:17][CH:16]=[CH:15][C:14]=2[C:13]2[C:8]1=[CH:9][CH:10]=[CH:11][CH:12]=2)=[O:6], predict the reactants needed to synthesize it. (3) Given the product [F:34][C:10]1[C:11]([OH:16])=[CH:12][CH:13]=[C:14]([F:15])[C:9]=1[CH:5]([O:6][CH2:7][CH3:8])[C:4]([OH:35])=[O:3], predict the reactants needed to synthesize it. The reactants are: C([O:3][C:4](=[O:35])[CH:5]([C:9]1[C:14]([F:15])=[CH:13][CH:12]=[C:11]([O:16][Si](C(C)(C)C)(C2C=CC=CC=2)C2C=CC=CC=2)[C:10]=1[F:34])[O:6][CH2:7][CH3:8])C.O.O[Li].O. (4) Given the product [F:37][C:38]1[CH:39]=[C:44]([NH2:19])[CH:43]=[CH:42][C:46]=1[O:45][C:15]1[CH:14]=[CH:13][N:12]=[C:11]2[NH:7][CH:8]=[C:9]([C:35]3[CH:36]=[CH:29][N:24]=[CH:33][CH:34]=3)[C:10]=12, predict the reactants needed to synthesize it. The reactants are: C[Si](C)(C)CCOC[N:7]1[C:11]2=[N:12][CH:13]=[CH:14][CH:15]=[C:10]2[CH:9]=[CH:8]1.[Cl-].[NH4+:19].CCCC[N+:24]([CH2:33][CH2:34][CH2:35][CH3:36])([CH2:29]CCC)CCCC.[F-:37].[CH2:38](N)[CH2:39]N.[CH2:42]1[CH2:46][O:45][CH2:44][CH2:43]1. (5) Given the product [CH3:27][N:2]([CH3:1])[CH2:3][CH2:4][O:5][C:6]1[CH:7]=[CH:8][C:9]([C:12]([C:14]2[CH:15]=[CH:16][C:17]([OH:20])=[CH:18][CH:19]=2)=[C:28]([C:32]2[CH:37]=[CH:36][CH:35]=[CH:34][CH:33]=2)[CH2:29][CH3:30])=[N:10][CH:11]=1, predict the reactants needed to synthesize it. The reactants are: [CH3:1][N:2]([CH3:27])[CH2:3][CH2:4][O:5][C:6]1[CH:7]=[CH:8][C:9]([C:12]([C:14]2[CH:19]=[CH:18][C:17]([O:20]C3CCCCO3)=[CH:16][CH:15]=2)=O)=[N:10][CH:11]=1.[C:28]([C:32]1[CH:37]=[CH:36][CH:35]=[CH:34][CH:33]=1)(=O)[CH2:29][CH3:30].